From a dataset of Catalyst prediction with 721,799 reactions and 888 catalyst types from USPTO. Predict which catalyst facilitates the given reaction. (1) Reactant: [F:1][C:2]1[CH:10]=[C:9]2[C:5]([C:6]([C:18]3[CH:19]=[C:20]4[N:26]=[C:25]([CH3:27])[O:24][C:21]4=[N:22][CH:23]=3)=[CH:7][N:8]2C(OC(C)(C)C)=O)=[CH:4][CH:3]=1.C(O)(C(F)(F)F)=O.C([O-])([O-])=O.[Na+].[Na+]. Product: [F:1][C:2]1[CH:10]=[C:9]2[C:5]([C:6]([C:18]3[CH:19]=[C:20]4[N:26]=[C:25]([CH3:27])[O:24][C:21]4=[N:22][CH:23]=3)=[CH:7][NH:8]2)=[CH:4][CH:3]=1. The catalyst class is: 2. (2) Reactant: [CH3:1][C:2]1[N:3]=[CH:4][O:5][C:6]=1[C:7]1[CH:15]=[CH:14][C:10]([C:11](Cl)=[O:12])=[CH:9][CH:8]=1.[CH:16]1([NH:19][CH:20]2[CH2:25][CH2:24][N:23]([C:26]3[O:30][N:29]=[C:28]([CH:31]([CH3:33])[CH3:32])[N:27]=3)[CH2:22][CH2:21]2)[CH2:18][CH2:17]1.C(N(C(C)C)C(C)C)C. Product: [CH:16]1([N:19]([CH:20]2[CH2:25][CH2:24][N:23]([C:26]3[O:30][N:29]=[C:28]([CH:31]([CH3:33])[CH3:32])[N:27]=3)[CH2:22][CH2:21]2)[C:11](=[O:12])[C:10]2[CH:14]=[CH:15][C:7]([C:6]3[O:5][CH:4]=[N:3][C:2]=3[CH3:1])=[CH:8][CH:9]=2)[CH2:17][CH2:18]1. The catalyst class is: 4. (3) Reactant: [N:1]1[C:9]2[C:4](=[N:5][CH:6]=[CH:7][CH:8]=2)[O:3][C:2]=1S.S(Cl)(Cl)=O.[C:15]([O:19][C:20]([N:22]1[CH2:27][CH2:26][CH:25]([NH2:28])[CH2:24][CH2:23]1)=[O:21])([CH3:18])([CH3:17])[CH3:16]. Product: [C:15]([O:19][C:20]([N:22]1[CH2:27][CH2:26][CH:25]([NH:28][C:2]2[O:3][C:4]3[C:9]([N:1]=2)=[CH:8][CH:7]=[CH:6][N:5]=3)[CH2:24][CH2:23]1)=[O:21])([CH3:18])([CH3:16])[CH3:17]. The catalyst class is: 3. (4) Reactant: C(O)(C(F)(F)F)=O.[NH:8]1[C:12]2[CH:13]=[CH:14][CH:15]=[CH:16][C:11]=2[N:10]=[C:9]1[C:17]1[C:25]2[C:20](=[CH:21][CH:22]=[C:23]([NH:26][C:27]([NH:29][CH:30]3[CH2:32][CH2:31]3)=[O:28])[CH:24]=2)[N:19](C2CCCCO2)[N:18]=1. Product: [NH:10]1[C:11]2[CH:16]=[CH:15][CH:14]=[CH:13][C:12]=2[N:8]=[C:9]1[C:17]1[C:25]2[C:20](=[CH:21][CH:22]=[C:23]([NH:26][C:27]([NH:29][CH:30]3[CH2:31][CH2:32]3)=[O:28])[CH:24]=2)[NH:19][N:18]=1. The catalyst class is: 2. (5) Reactant: [Cl:1][C:2]1[CH:3]=[C:4]([NH:8][C:9]2[N:13]=[C:12]([C:14]3[CH:19]=[CH:18][N:17]=[C:16](Cl)[CH:15]=3)[N:11]([CH2:21][CH:22]([OH:25])[CH2:23][CH3:24])[N:10]=2)[CH:5]=[CH:6][CH:7]=1.[CH2:26]([NH2:28])[CH3:27]. Product: [Cl:1][C:2]1[CH:3]=[C:4]([NH:8][C:9]2[N:13]=[C:12]([C:14]3[CH:19]=[CH:18][N:17]=[C:16]([NH:28][CH2:26][CH3:27])[CH:15]=3)[N:11]([CH2:21][C@@H:22]([OH:25])[CH2:23][CH3:24])[N:10]=2)[CH:5]=[CH:6][CH:7]=1. The catalyst class is: 5. (6) Reactant: [Li+].[OH-].[OH:3][C@@H:4]([C:30]1[S:31][CH:32]=[C:33]([C:35]([O:37]C)=[O:36])[N:34]=1)[CH2:5][C@@H:6]([N:10]([CH2:27][CH2:28][CH3:29])[C:11](=[O:26])[C@@H:12]([NH:16][C:17]([C@H:19]1[CH2:24][CH2:23][CH2:22][CH2:21][N:20]1[CH3:25])=[O:18])[CH:13]([CH3:15])[CH3:14])[CH:7]([CH3:9])[CH3:8]. Product: [OH:3][C@@H:4]([C:30]1[S:31][CH:32]=[C:33]([C:35]([OH:37])=[O:36])[N:34]=1)[CH2:5][C@@H:6]([N:10]([CH2:27][CH2:28][CH3:29])[C:11](=[O:26])[C@@H:12]([NH:16][C:17]([C@H:19]1[CH2:24][CH2:23][CH2:22][CH2:21][N:20]1[CH3:25])=[O:18])[CH:13]([CH3:14])[CH3:15])[CH:7]([CH3:9])[CH3:8]. The catalyst class is: 90.